From a dataset of Peptide-MHC class I binding affinity with 185,985 pairs from IEDB/IMGT. Regression. Given a peptide amino acid sequence and an MHC pseudo amino acid sequence, predict their binding affinity value. This is MHC class I binding data. (1) The peptide sequence is RGPYRAFVTI. The MHC is HLA-B35:03 with pseudo-sequence HLA-B35:03. The binding affinity (normalized) is 0. (2) The peptide sequence is VTERIFREY. The MHC is HLA-A30:02 with pseudo-sequence HLA-A30:02. The binding affinity (normalized) is 0.374. (3) The peptide sequence is MMRNRTKPI. The MHC is HLA-B08:01 with pseudo-sequence HLA-B08:01. The binding affinity (normalized) is 0.963. (4) The peptide sequence is KTSTLIFFV. The MHC is HLA-B07:02 with pseudo-sequence HLA-B07:02. The binding affinity (normalized) is 0.0456.